From a dataset of Full USPTO retrosynthesis dataset with 1.9M reactions from patents (1976-2016). Predict the reactants needed to synthesize the given product. (1) Given the product [Si:3]([O:10][C:11]1[CH:20]=[C:19]([CH2:21][I:1])[C:18]2[C:13](=[C:14]([F:23])[CH:15]=[CH:16][CH:17]=2)[N:12]=1)([C:6]([CH3:9])([CH3:8])[CH3:7])([CH3:5])[CH3:4], predict the reactants needed to synthesize it. The reactants are: [I-:1].[Na+].[Si:3]([O:10][C:11]1[CH:20]=[C:19]([CH2:21]Cl)[C:18]2[C:13](=[C:14]([F:23])[CH:15]=[CH:16][CH:17]=2)[N:12]=1)([C:6]([CH3:9])([CH3:8])[CH3:7])([CH3:5])[CH3:4]. (2) Given the product [CH3:12][O:13][C:14]([C:23]1[C:29]([CH2:30][CH2:31][CH3:32])=[CH:28][C:26]([NH:27][C:8]([C:5]2[C:4]([CH3:11])=[N:3][N:2]([CH3:1])[C:6]=2[CH3:7])=[O:9])=[C:25]([CH3:33])[CH:24]=1)([C:15]([F:16])([F:17])[F:18])[C:19]([F:20])([F:22])[F:21], predict the reactants needed to synthesize it. The reactants are: [CH3:1][N:2]1[C:6]([CH3:7])=[C:5]([C:8](Cl)=[O:9])[C:4]([CH3:11])=[N:3]1.[CH3:12][O:13][C:14]([C:23]1[C:29]([CH2:30][CH2:31][CH3:32])=[CH:28][C:26]([NH2:27])=[C:25]([CH3:33])[CH:24]=1)([C:19]([F:22])([F:21])[F:20])[C:15]([F:18])([F:17])[F:16].C(N(CC)CC)C. (3) Given the product [OH:8][CH2:9][CH2:10][CH2:11][O:12][C:13]([C:15]1[CH:16]=[CH:17][C:18]([C:21]2[CH:26]=[CH:25][C:24]([OH:27])=[C:23]([OH:35])[CH:22]=2)=[CH:19][CH:20]=1)=[O:14], predict the reactants needed to synthesize it. The reactants are: C([O:8][CH2:9][CH2:10][CH2:11][O:12][C:13]([C:15]1[CH:20]=[CH:19][C:18]([C:21]2[CH:26]=[CH:25][C:24]([O:27]CC3C=CC=CC=3)=[C:23]([O:35]CC3C=CC=CC=3)[CH:22]=2)=[CH:17][CH:16]=1)=[O:14])C1C=CC=CC=1.C.